Predict the product of the given reaction. From a dataset of Forward reaction prediction with 1.9M reactions from USPTO patents (1976-2016). (1) The product is: [Cl:31][CH2:30][C@H:18]1[C:17]2[C:16]3[CH:32]=[CH:33][CH:34]=[CH:35][C:15]=3[C:14]([NH:13][C:5]([O:4][CH2:2][CH:44]([S:43][S:42][C:37]3[CH:38]=[CH:39][CH:40]=[CH:41][N:36]=3)[CH3:45])=[O:11])=[CH:22][C:21]=2[N:20]([C:23]([O:25][C:26]([CH3:28])([CH3:29])[CH3:27])=[O:24])[CH2:19]1. Given the reactants Cl[C:2](Cl)([O:4][C:5](=[O:11])OC(Cl)(Cl)Cl)Cl.[NH2:13][C:14]1[C:15]2[CH:35]=[CH:34][CH:33]=[CH:32][C:16]=2[C:17]2[C@H:18]([CH2:30][Cl:31])[CH2:19][N:20]([C:23]([O:25][C:26]([CH3:29])([CH3:28])[CH3:27])=[O:24])[C:21]=2[CH:22]=1.[N:36]1[CH:41]=[CH:40][CH:39]=[CH:38][C:37]=1[S:42][S:43][CH:44](C)[CH2:45]O.[OH-].[Na+].CC([Si](Cl)(C)C)(C)C.N1C=CN=C1, predict the reaction product. (2) Given the reactants [NH2:1][C:2]1[CH:23]=[CH:22][CH:21]=[CH:20][C:3]=1[O:4][CH:5]([CH2:18][CH3:19])[CH:6]([NH:10][C:11]([O:13][C:14]([CH3:17])([CH3:16])[CH3:15])=[O:12])[C:7](O)=[O:8].Cl.CN(C)CCCN=C=NCC, predict the reaction product. The product is: [C:14]([O:13][C:11](=[O:12])[NH:10][C@@H:6]1[C:7](=[O:8])[NH:1][C:2]2[CH:23]=[CH:22][CH:21]=[CH:20][C:3]=2[O:4][C@@H:5]1[CH2:18][CH3:19])([CH3:17])([CH3:16])[CH3:15].[C:14]([O:13][C:11](=[O:12])[NH:10][C@H:6]1[C:7](=[O:8])[NH:1][C:2]2[CH:23]=[CH:22][CH:21]=[CH:20][C:3]=2[O:4][C@H:5]1[CH2:18][CH3:19])([CH3:17])([CH3:16])[CH3:15].